This data is from Catalyst prediction with 721,799 reactions and 888 catalyst types from USPTO. The task is: Predict which catalyst facilitates the given reaction. (1) Reactant: [C:1]([O:6][CH2:7][C:8]1[CH:13]=[CH:12][CH:11]=[CH:10][CH:9]=1)(=[O:5])[C:2]([CH3:4])=[CH2:3].[C:14]([OH:19])(=[O:18])[C:15]([CH3:17])=[CH2:16]. Product: [C:1]([O:6][CH2:7][C:8]1[CH:9]=[CH:10][CH:11]=[CH:12][CH:13]=1)(=[O:5])[C:2]([CH3:4])=[CH2:3].[C:14]([OH:19])(=[O:18])[C:15]([CH3:17])=[CH2:16]. The catalyst class is: 8. (2) Reactant: [Br:1][C:2]1[CH:3]=[C:4]2[C:8](=[CH:9][CH:10]=1)[NH:7][N:6]=[CH:5]2.[OH-].[K+].[I:13]I.[C:15](O[C:15]([O:17][C:18]([CH3:21])([CH3:20])[CH3:19])=[O:16])([O:17][C:18]([CH3:21])([CH3:20])[CH3:19])=[O:16].CN(C1C=CC=CN=1)C. Product: [Br:1][C:2]1[CH:3]=[C:4]2[C:8](=[CH:9][CH:10]=1)[N:7]([C:15]([O:17][C:18]([CH3:21])([CH3:20])[CH3:19])=[O:16])[N:6]=[C:5]2[I:13]. The catalyst class is: 35. (3) Product: [F:28][B-:29]([F:32])([F:31])[F:30].[CH3:26][S+:8]([CH3:7])[C:9]1[CH:14]=[CH:13][C:12]([C:15](=[O:25])[C:16]([CH3:17])([N:18]2[CH2:23][CH2:22][CH2:21][CH2:20][CH2:19]2)[CH3:24])=[CH:11][CH:10]=1. The catalyst class is: 6. Reactant: COS([O-])(=O)=O.[CH3:7][S+:8]([CH3:26])[C:9]1[CH:14]=[CH:13][C:12]([C:15](=[O:25])[C:16]([CH3:24])([N:18]2[CH2:23][CH2:22][CH2:21][CH2:20][CH2:19]2)[CH3:17])=[CH:11][CH:10]=1.Cl.[F:28][B-:29]([F:32])([F:31])[F:30].[Na+].C(=O)([O-])[O-].[Na+].[Na+]. (4) Reactant: Cl[C:2]1[N:10]=[C:9]([F:11])[N:8]=[C:7]2[C:3]=1[NH:4][CH:5]=[N:6]2.CCN(C(C)C)C(C)C.[CH3:21][C:22]1[N:27]=[C:26]([CH2:28][NH2:29])[CH:25]=[CH:24][CH:23]=1. Product: [F:11][C:9]1[N:8]=[C:7]2[C:3]([N:4]=[CH:5][NH:6]2)=[C:2]([NH:29][CH2:28][C:26]2[CH:25]=[CH:24][CH:23]=[C:22]([CH3:21])[N:27]=2)[N:10]=1. The catalyst class is: 114. (5) Reactant: F[C:2]1[CH:7]=[CH:6][CH:5]=[CH:4][C:3]=1[N+:8]([O-:10])=[O:9].[O:11]1[C:15]2[CH:16]=[CH:17][C:18]([NH2:20])=[CH:19][C:14]=2[O:13][CH2:12]1.C(=O)([O-])[O-].[K+].[K+].O. Product: [N+:8]([C:3]1[CH:4]=[CH:5][CH:6]=[CH:7][C:2]=1[NH:20][C:18]1[CH:17]=[CH:16][C:15]2[O:11][CH2:12][O:13][C:14]=2[CH:19]=1)([O-:10])=[O:9]. The catalyst class is: 9.